Dataset: NCI-60 drug combinations with 297,098 pairs across 59 cell lines. Task: Regression. Given two drug SMILES strings and cell line genomic features, predict the synergy score measuring deviation from expected non-interaction effect. Drug 1: CC(C)(C#N)C1=CC(=CC(=C1)CN2C=NC=N2)C(C)(C)C#N. Drug 2: CC1CCC2CC(C(=CC=CC=CC(CC(C(=O)C(C(C(=CC(C(=O)CC(OC(=O)C3CCCCN3C(=O)C(=O)C1(O2)O)C(C)CC4CCC(C(C4)OC)O)C)C)O)OC)C)C)C)OC. Cell line: MDA-MB-231. Synergy scores: CSS=-9.73, Synergy_ZIP=9.83, Synergy_Bliss=9.20, Synergy_Loewe=-12.0, Synergy_HSA=-12.8.